This data is from Catalyst prediction with 721,799 reactions and 888 catalyst types from USPTO. The task is: Predict which catalyst facilitates the given reaction. (1) Reactant: [CH2:1]([O:3][P:4]([NH:9][C@H:10]1[C@H:15]([F:16])[CH2:14][CH2:13][N:12](C(OCC2C=CC=CC=2)=O)[CH2:11]1)([O:6][CH2:7][CH3:8])=[O:5])[CH3:2].[H][H]. Product: [F:16][C@@H:15]1[CH2:14][CH2:13][NH:12][CH2:11][C@H:10]1[NH:9][P:4](=[O:5])([O:6][CH2:7][CH3:8])[O:3][CH2:1][CH3:2]. The catalyst class is: 19. (2) Reactant: C[O:2][C:3](=[O:44])[C:4]1[CH:9]=[C:8]([O:10][CH3:11])[C:7]([NH:12][C:13]([C@@H:15]2[NH:19][C@@H:18]([CH2:20][C:21]([CH3:24])([CH3:23])[CH3:22])[C@:17]3([C:32]4[C:27](=[CH:28][C:29]([Cl:33])=[CH:30][CH:31]=4)[NH:26][C:25]3=[O:34])[C@H:16]2[C:35]2[CH:40]=[CH:39][CH:38]=[C:37]([Cl:41])[C:36]=2[F:42])=[O:14])=[CH:6][C:5]=1[F:43].Cl. Product: [Cl:33][C:29]1[CH:28]=[C:27]2[NH:26][C:25](=[O:34])[C@:17]3([C@@H:16]([C:35]4[CH:40]=[CH:39][CH:38]=[C:37]([Cl:41])[C:36]=4[F:42])[C@H:15]([C:13]([NH:12][C:7]4[C:8]([O:10][CH3:11])=[CH:9][C:4]([C:3]([OH:44])=[O:2])=[C:5]([F:43])[CH:6]=4)=[O:14])[NH:19][C@H:18]3[CH2:20][C:21]([CH3:23])([CH3:22])[CH3:24])[C:32]2=[CH:31][CH:30]=1. The catalyst class is: 299. (3) Reactant: [Cl:1][C:2]1[CH:3]=[C:4]([NH:17][C:18]2[C:19]3[C:26]4[CH:27]=[CH:28][C:29](/[CH:31]=[CH:32]/[C:33](OC)=[O:34])=[CH:30][C:25]=4[S:24][C:20]=3[N:21]=[CH:22][N:23]=2)[CH:5]=[CH:6][C:7]=1[O:8][CH2:9][C:10]1[CH:15]=[CH:14][CH:13]=[C:12]([F:16])[CH:11]=1.[H-].C([Al+]CC(C)C)C(C)C.[C@H](O)(C([O-])=O)[C@@H](O)C([O-])=O.[Na+].[K+].CCOC(C)=O. Product: [Cl:1][C:2]1[CH:3]=[C:4]([NH:17][C:18]2[C:19]3[C:26]4[CH:27]=[CH:28][C:29](/[CH:31]=[CH:32]/[CH2:33][OH:34])=[CH:30][C:25]=4[S:24][C:20]=3[N:21]=[CH:22][N:23]=2)[CH:5]=[CH:6][C:7]=1[O:8][CH2:9][C:10]1[CH:15]=[CH:14][CH:13]=[C:12]([F:16])[CH:11]=1. The catalyst class is: 1. (4) Reactant: Cl[C:2]1[N:7]=[C:6]([NH:8][CH2:9][C:10]2[CH:15]=[CH:14][CH:13]=[C:12]([Cl:16])[C:11]=2[Cl:17])[C:5]([N+:18]([O-:20])=[O:19])=[CH:4][CH:3]=1.[NH:21]1[CH2:26][CH2:25][O:24][CH2:23][CH2:22]1.C([O-])([O-])=O.[K+].[K+].O. Product: [Cl:17][C:11]1[C:12]([Cl:16])=[CH:13][CH:14]=[CH:15][C:10]=1[CH2:9][NH:8][C:6]1[C:5]([N+:18]([O-:20])=[O:19])=[CH:4][CH:3]=[C:2]([N:21]2[CH2:26][CH2:25][O:24][CH2:23][CH2:22]2)[N:7]=1. The catalyst class is: 3. (5) Reactant: [CH2:1]([C:5]1([CH2:39][CH2:40][CH2:41][CH3:42])[NH:11][CH:10]([C:12]2[CH:17]=[CH:16][CH:15]=[CH:14][CH:13]=2)[C:9]2[CH:18]=[C:19]([O:35][CH3:36])[C:20]([CH2:22][NH:23][CH:24]([CH2:30][C:31]([O:33]C)=[O:32])[CH2:25][C:26]([O:28]C)=[O:27])=[CH:21][C:8]=2[S:7](=[O:38])(=[O:37])[CH2:6]1)[CH2:2][CH2:3][CH3:4].[Li+].[OH-]. Product: [CH2:1]([C:5]1([CH2:39][CH2:40][CH2:41][CH3:42])[NH:11][CH:10]([C:12]2[CH:13]=[CH:14][CH:15]=[CH:16][CH:17]=2)[C:9]2[CH:18]=[C:19]([O:35][CH3:36])[C:20]([CH2:22][NH:23][CH:24]([CH2:30][C:31]([OH:33])=[O:32])[CH2:25][C:26]([OH:28])=[O:27])=[CH:21][C:8]=2[S:7](=[O:37])(=[O:38])[CH2:6]1)[CH2:2][CH2:3][CH3:4]. The catalyst class is: 20.